From a dataset of Full USPTO retrosynthesis dataset with 1.9M reactions from patents (1976-2016). Predict the reactants needed to synthesize the given product. (1) Given the product [CH3:1][N:2]([CH2:30][CH2:31][C:32]1[CH:37]=[CH:36][CH:35]=[CH:34][CH:33]=1)[C:3]([C:5]1[S:6][C:7]([CH2:10][N:11]2[CH2:15][C:14](=[O:16])[NH:13][S:12]2(=[O:28])=[O:29])=[CH:8][CH:9]=1)=[O:4], predict the reactants needed to synthesize it. The reactants are: [CH3:1][N:2]([CH2:30][CH2:31][C:32]1[CH:37]=[CH:36][CH:35]=[CH:34][CH:33]=1)[C:3]([C:5]1[S:6][C:7]([CH2:10][N:11]2[CH2:15][C:14](=[O:16])[N:13](CC3C=CC(OC)=CC=3OC)[S:12]2(=[O:29])=[O:28])=[CH:8][CH:9]=1)=[O:4]. (2) Given the product [I:1][C:2]1[CH:10]=[CH:9][C:5]2[NH:14][C:17](=[O:26])[O:11][C:4]=2[CH:3]=1, predict the reactants needed to synthesize it. The reactants are: [I:1][C:2]1[CH:3]=[C:4]([OH:11])[C:5](=[CH:9][CH:10]=1)C(O)=O.CC[N:14]([CH2:17]C)CC.C1C=CC(P(N=[N+]=[N-])(C2C=CC=CC=2)=[O:26])=CC=1.CCOCC. (3) Given the product [Cl:8][C:9]1[CH:10]=[C:11]([NH:23][C:24]2[C:33]3[C:28](=[CH:29][CH:30]=[CH:31][C:32]=3[O:34][CH2:35][C@H:36]3[CH2:41][CH2:40][CH2:39][CH2:38][N:37]3[C:4](=[O:6])[CH2:3][N:2]([CH3:7])[CH3:1])[N:27]=[CH:26][N:25]=2)[CH:12]=[CH:13][C:14]=1[O:15][CH2:16][C:17]1[CH:22]=[CH:21][CH:20]=[CH:19][N:18]=1, predict the reactants needed to synthesize it. The reactants are: [CH3:1][N:2]([CH3:7])[CH2:3][C:4]([OH:6])=O.[Cl:8][C:9]1[CH:10]=[C:11]([NH:23][C:24]2[C:33]3[C:28](=[CH:29][CH:30]=[CH:31][C:32]=3[O:34][CH2:35][C@H:36]3[CH2:41][CH2:40][CH2:39][CH2:38][N:37]3C(=O)CO)[N:27]=[CH:26][N:25]=2)[CH:12]=[CH:13][C:14]=1[O:15][CH2:16][C:17]1[CH:22]=[CH:21][CH:20]=[CH:19][N:18]=1.